This data is from Peptide-MHC class I binding affinity with 185,985 pairs from IEDB/IMGT. The task is: Regression. Given a peptide amino acid sequence and an MHC pseudo amino acid sequence, predict their binding affinity value. This is MHC class I binding data. The peptide sequence is KTTYWWDGL. The MHC is HLA-B40:01 with pseudo-sequence HLA-B40:01. The binding affinity (normalized) is 0.213.